Task: Predict the product of the given reaction.. Dataset: Forward reaction prediction with 1.9M reactions from USPTO patents (1976-2016) Given the reactants [CH2:1]([O:8][C:9]1[CH:10]=[C:11]2[C:15](=[CH:16][CH:17]=1)[N:14]([CH2:18][CH2:19][CH2:20][O:21][C:22]1[C:31]3[C:26](=[CH:27][CH:28]=[CH:29][CH:30]=3)[CH:25]=[CH:24][CH:23]=1)[C:13]([C:32]([O:34]CC)=[O:33])=[C:12]2[C:37]1[CH:42]=[CH:41][CH:40]=[CH:39][C:38]=1[C:43]([F:46])([F:45])[F:44])[C:2]1[CH:7]=[CH:6][CH:5]=[CH:4][CH:3]=1.[OH-].[Na+], predict the reaction product. The product is: [CH2:1]([O:8][C:9]1[CH:10]=[C:11]2[C:15](=[CH:16][CH:17]=1)[N:14]([CH2:18][CH2:19][CH2:20][O:21][C:22]1[C:31]3[C:26](=[CH:27][CH:28]=[CH:29][CH:30]=3)[CH:25]=[CH:24][CH:23]=1)[C:13]([C:32]([OH:34])=[O:33])=[C:12]2[C:37]1[CH:42]=[CH:41][CH:40]=[CH:39][C:38]=1[C:43]([F:45])([F:46])[F:44])[C:2]1[CH:3]=[CH:4][CH:5]=[CH:6][CH:7]=1.